This data is from Full USPTO retrosynthesis dataset with 1.9M reactions from patents (1976-2016). The task is: Predict the reactants needed to synthesize the given product. (1) The reactants are: [CH2:1]([C:5]1[CH:10]=[CH:9][C:8]([CH:11]([CH3:15])[C:12]([NH2:14])=O)=[CH:7][CH:6]=1)[CH:2]([CH3:4])[CH3:3].C(Cl)(Cl)=O.C1(C)C=CC=CC=1. Given the product [CH2:1]([C:5]1[CH:6]=[CH:7][C:8]([CH:11]([CH3:15])[C:12]#[N:14])=[CH:9][CH:10]=1)[CH:2]([CH3:4])[CH3:3], predict the reactants needed to synthesize it. (2) Given the product [C:16]([O:15][C:13]([N:10]1[CH2:11][CH2:12][C:6]2[CH:5]=[C:4]([C:1]([OH:22])=[O:3])[CH:21]=[CH:20][C:7]=2[CH2:8][CH2:9]1)=[O:14])([CH3:17])([CH3:18])[CH3:19], predict the reactants needed to synthesize it. The reactants are: [C:1]([C:4]1[CH:21]=[CH:20][C:7]2[CH2:8][CH2:9][N:10]([C:13]([O:15][C:16]([CH3:19])([CH3:18])[CH3:17])=[O:14])[CH2:11][CH2:12][C:6]=2[CH:5]=1)(=[O:3])C.[OH-:22].[Na+].BrBr. (3) Given the product [I:46][CH2:10][CH:9]([CH2:12][CH2:13][CH2:14][CH2:15][CH2:16][CH2:17][CH2:18][CH2:19][CH2:20][CH3:21])[CH2:1][CH2:2][CH2:3][CH2:4][CH2:5][CH2:6][CH2:7][CH3:8], predict the reactants needed to synthesize it. The reactants are: [CH2:1]([CH:9]([CH2:12][CH2:13][CH2:14][CH2:15][CH2:16][CH2:17][CH2:18][CH2:19][CH2:20][CH3:21])[CH2:10]O)[CH2:2][CH2:3][CH2:4][CH2:5][CH2:6][CH2:7][CH3:8].C1(P(C2C=CC=CC=2)C2C=CC=CC=2)C=CC=CC=1.N1C=CN=C1.[I:46]I.[O-]S([O-])=O.[Na+].[Na+]. (4) Given the product [C:28]([CH:32]1[CH2:33][CH2:34][CH:35]([C:38](=[O:41])[CH2:39][N:23]2[CH2:22][CH2:21][CH:20]([N:16]3[C:15]4[CH:26]=[CH:27][C:12]([S:9]([CH3:8])(=[O:10])=[O:11])=[CH:13][C:14]=4[NH:18][C:17]3=[O:19])[CH2:25][CH2:24]2)[CH2:36][CH2:37]1)([CH3:31])([CH3:29])[CH3:30], predict the reactants needed to synthesize it. The reactants are: FC(F)(F)C(O)=O.[CH3:8][S:9]([C:12]1[CH:27]=[CH:26][C:15]2[N:16]([CH:20]3[CH2:25][CH2:24][NH:23][CH2:22][CH2:21]3)[C:17](=[O:19])[NH:18][C:14]=2[CH:13]=1)(=[O:11])=[O:10].[C:28]([CH:32]1[CH2:37][CH2:36][CH:35]([C:38](=[O:41])[CH2:39]Cl)[CH2:34][CH2:33]1)([CH3:31])([CH3:30])[CH3:29]. (5) Given the product [CH2:8]([O:15][C:16](=[O:17])[NH:18][C@H:19]1[CH2:24][CH2:23][C@H:22]([C:25](=[O:27])[NH2:3])[CH2:21][CH2:20]1)[C:9]1[CH:14]=[CH:13][CH:12]=[CH:11][CH:10]=1, predict the reactants needed to synthesize it. The reactants are: C([N:3](CC)CC)C.[CH2:8]([O:15][C:16]([NH:18][C@H:19]1[CH2:24][CH2:23][C@H:22]([C:25]([OH:27])=O)[CH2:21][CH2:20]1)=[O:17])[C:9]1[CH:14]=[CH:13][CH:12]=[CH:11][CH:10]=1.[Cl-].[NH4+].ON1C2C=CC=CC=2N=N1.Cl.C(N=C=NCCCN(C)C)C. (6) Given the product [CH2:26]([N:28]1[CH:32]=[C:31]([C:2]2[CH:7]=[C:6]([O:8][C:9]3[CH:10]=[CH:11][C:12]([NH:15][C:16]([NH:18][C:19](=[O:25])[C:20]([O:23][CH3:24])([CH3:22])[CH3:21])=[O:17])=[N:13][CH:14]=3)[CH:5]=[CH:4][N:3]=2)[CH:30]=[N:29]1)[CH3:27], predict the reactants needed to synthesize it. The reactants are: Cl[C:2]1[CH:7]=[C:6]([O:8][C:9]2[CH:10]=[CH:11][C:12]([NH:15][C:16]([NH:18][C:19](=[O:25])[C:20]([O:23][CH3:24])([CH3:22])[CH3:21])=[O:17])=[N:13][CH:14]=2)[CH:5]=[CH:4][N:3]=1.[CH2:26]([N:28]1[CH:32]=[C:31](B2OC(C)(C)C(C)(C)O2)[CH:30]=[N:29]1)[CH3:27].C([O-])([O-])=O.[K+].[K+].